From a dataset of Catalyst prediction with 721,799 reactions and 888 catalyst types from USPTO. Predict which catalyst facilitates the given reaction. (1) Reactant: [Br:1][C:2]1[CH:3]=[C:4]2[C:9](=[CH:10][CH:11]=1)[N:8]=[CH:7][N:6]=[C:5]2Cl.C(N(CC)CC)C.[NH:20]1[CH2:25][CH2:24][O:23][CH2:22][CH2:21]1. Product: [Br:1][C:2]1[CH:3]=[C:4]2[C:9](=[CH:10][CH:11]=1)[N:8]=[CH:7][N:6]=[C:5]2[N:20]1[CH2:25][CH2:24][O:23][CH2:22][CH2:21]1. The catalyst class is: 4. (2) Reactant: Cl.[NH2:2][CH2:3][C:4]1[CH:29]=[CH:28][C:7]([C:8]([NH:10][C@H:11]2[CH2:16][CH2:15][CH2:14][CH2:13][C@@H:12]2[CH2:17][N:18]2[CH2:23][CH2:22][CH2:21][C@@H:20]([CH2:24][O:25][CH2:26][CH3:27])[CH2:19]2)=[O:9])=[CH:6][CH:5]=1.C(N(C(C)C)CC)(C)C.[CH3:39][S:40](Cl)(=[O:42])=[O:41].C([O-])(O)=O.[Na+]. Product: [CH2:26]([O:25][CH2:24][C@@H:20]1[CH2:21][CH2:22][CH2:23][N:18]([CH2:17][C@H:12]2[CH2:13][CH2:14][CH2:15][CH2:16][C@@H:11]2[NH:10][C:8](=[O:9])[C:7]2[CH:6]=[CH:5][C:4]([CH2:3][NH:2][S:40]([CH3:39])(=[O:42])=[O:41])=[CH:29][CH:28]=2)[CH2:19]1)[CH3:27]. The catalyst class is: 2. (3) Reactant: [CH3:1][O:2][C:3]1[C:12](B(O)O)=[CH:11][C:10]2[C:5](=[CH:6][CH:7]=[CH:8][CH:9]=2)[N:4]=1.[Br:16][C:17]1[CH:18]=[CH:19][C:20]([F:24])=[C:21](I)[CH:22]=1.C(=O)([O-])[O-].[Na+].[Na+]. Product: [CH3:1][O:2][C:3]1[C:12]([C:19]2[CH:18]=[C:17]([Br:16])[CH:22]=[CH:21][C:20]=2[F:24])=[CH:11][C:10]2[C:5](=[CH:6][CH:7]=[CH:8][CH:9]=2)[N:4]=1. The catalyst class is: 57. (4) Reactant: [CH2:57](O)[C@H:59]1[O:62][C@@H:63]2O[C@H:60]3[C@H:54](O)[C@@H:55](O)[C@@H:63](O[C@H:60]4[C@H:54](O)[C@@H:55](O)[C@@H:63](O[C@H:60]5[C@H:54](O)[C@@H:55](O)[C@@H:63](O[C@H:60]6[C@H:54](O)[C@@H:55](O)[C@@H:63](O[C@H:60]7[C@H:54](O)[C@@H:55](O)[C@@H:63](O[C@H:54]8[C@H:60](O)[C@@H:59]([OH:62])[C@@H:57](O[C@H:60]1[C@H:54](O)[C@H:55]2O)O[C@@H:55]8[CH2:63]O)[O:62][C@@H:59]7[CH2:57]O)[O:62][C@@H:59]6[CH2:57]O)[O:62][C@@H:59]5[CH2:57]O)[O:62][C@@H:59]4[CH2:57]O)[O:62][C@@H:59]3[CH2:57]O. Product: [CH3:57][C:59]([CH2:60][CH2:54][C:55]1[CH:54]=[CH:60][C:59]([OH:62])=[CH:57][CH:63]=1)=[O:62]. The catalyst class is: 6. (5) Reactant: [CH2:1]([NH:4][C:5]1[C:10](Br)=[CH:9][N:8]=[C:7]([Cl:12])[N:6]=1)[CH:2]=[CH2:3].C1(P(C2C=CC=CC=2)C2C=CC=CC=2)C=CC=CC=1.C(N(CC)CC)C. Product: [Cl:12][C:7]1[N:8]=[CH:9][C:10]2[C:2]([CH3:3])=[CH:1][NH:4][C:5]=2[N:6]=1. The catalyst class is: 39. (6) Reactant: [Cl:1][C:2]1[CH:3]=[C:4]([OH:23])[CH:5]=[CH:6][C:7]=1[CH:8]([CH3:22])[C:9]([C:15]1[CH:20]=[CH:19][N:18]=[C:17]([Cl:21])[CH:16]=1)([OH:14])[C:10]([F:13])([F:12])[F:11].C(N(CC)CC)C.[F:31][C:32]([F:45])([F:44])[S:33](O[S:33]([C:32]([F:45])([F:44])[F:31])(=[O:35])=[O:34])(=[O:35])=[O:34]. Product: [Cl:1][C:2]1[CH:3]=[C:4]([O:23][S:33]([C:32]([F:45])([F:44])[F:31])(=[O:35])=[O:34])[CH:5]=[CH:6][C:7]=1[CH:8]([CH3:22])[C:9]([C:15]1[CH:20]=[CH:19][N:18]=[C:17]([Cl:21])[CH:16]=1)([OH:14])[C:10]([F:13])([F:12])[F:11]. The catalyst class is: 4.